This data is from Full USPTO retrosynthesis dataset with 1.9M reactions from patents (1976-2016). The task is: Predict the reactants needed to synthesize the given product. (1) Given the product [N:14]1[C:15]2[C:10](=[CH:9][CH:8]=[CH:7][C:6]=2[C:4](=[O:5])[CH3:17])[CH:11]=[CH:12][CH:13]=1, predict the reactants needed to synthesize it. The reactants are: CON(C)[C:4]([C:6]1[CH:7]=[CH:8][CH:9]=[C:10]2[C:15]=1[N:14]=[CH:13][CH:12]=[CH:11]2)=[O:5].[CH3:17][Mg]I.C(OCC)C. (2) Given the product [CH2:20]([O:19][P:17]([CH2:16][P:11]([O:13][CH2:14][CH3:15])([C:8]1[CH:7]=[CH:6][C:5]([C:4]([OH:25])=[O:3])=[CH:10][CH:9]=1)=[O:12])([O:22][CH2:23][CH3:24])=[O:18])[CH3:21], predict the reactants needed to synthesize it. The reactants are: C([O:3][C:4](=[O:25])[C:5]1[CH:10]=[CH:9][C:8]([P:11]([CH2:16][P:17]([O:22][CH2:23][CH3:24])([O:19][CH2:20][CH3:21])=[O:18])([O:13][CH2:14][CH3:15])=[O:12])=[CH:7][CH:6]=1)C.[OH-].[Li+]. (3) Given the product [CH2:24]([O:31][C:32]([NH:34][CH2:35][CH2:36][CH2:37][C@@H:38]([NH:41][C:42](=[O:70])[CH2:43][C@H:44]([O:56][C:57](=[O:69])[CH2:58][CH2:59][CH2:60][CH2:61][CH2:62][CH2:63][CH2:64][CH2:65][CH2:66][CH2:67][CH3:68])[CH2:45][CH2:46][CH2:47][CH2:48][CH2:49][CH2:50][CH2:51][CH2:52][CH2:53][CH2:54][CH3:55])[CH2:39][O:40][CH:6]1[CH2:5][CH2:4][CH2:3][CH2:2][O:1]1)=[O:33])[C:25]1[CH:26]=[CH:27][CH:28]=[CH:29][CH:30]=1, predict the reactants needed to synthesize it. The reactants are: [O:1]1[CH:6]=[CH:5][CH2:4][CH2:3][CH2:2]1.C1(C)C=CC(S([O-])(=O)=O)=CC=1.[NH+]1C=CC=CC=1.[CH2:24]([O:31][C:32]([NH:34][CH2:35][CH2:36][CH2:37][C@@H:38]([NH:41][C:42](=[O:70])[CH2:43][C@H:44]([O:56][C:57](=[O:69])[CH2:58][CH2:59][CH2:60][CH2:61][CH2:62][CH2:63][CH2:64][CH2:65][CH2:66][CH2:67][CH3:68])[CH2:45][CH2:46][CH2:47][CH2:48][CH2:49][CH2:50][CH2:51][CH2:52][CH2:53][CH2:54][CH3:55])[CH2:39][OH:40])=[O:33])[C:25]1[CH:30]=[CH:29][CH:28]=[CH:27][CH:26]=1. (4) Given the product [CH2:17]([O:16][C:14](=[O:15])[C@H:13]([CH2:12][CH:11]([CH3:22])[CH3:10])[NH:5][C:4]1[CH:6]=[CH:7][C:8]([Cl:9])=[C:2]([Cl:1])[CH:3]=1)[CH:18]([CH3:20])[CH3:19], predict the reactants needed to synthesize it. The reactants are: [Cl:1][C:2]1[CH:3]=[C:4]([CH:6]=[CH:7][C:8]=1[Cl:9])[NH2:5].[CH3:10][CH:11]([CH3:22])[CH2:12][C:13](=O)[C:14]([O:16][CH2:17][CH:18]([CH3:20])[CH3:19])=[O:15]. (5) Given the product [CH2:1]([N:5]1[C:13]2[N:12]=[C:11]([Cl:14])[NH:10][C:9]=2[C:8](=[O:15])[N:7]([CH2:16][CH2:17][CH2:18][C:19]2[O:60][N:59]=[C:21]([CH2:22][C:25]3[CH:30]=[CH:29][CH:28]=[CH:27][CH:26]=3)[CH:20]=2)[C:6]1=[O:31])[CH2:2][CH2:3][CH3:4], predict the reactants needed to synthesize it. The reactants are: [CH2:1]([N:5]1[C:13]2[N:12]=[C:11]([Cl:14])[NH:10][C:9]=2[C:8](=[O:15])[N:7]([CH2:16][CH2:17][CH2:18][CH2:19][C:20]2ON=[C:22]([C:25]3[CH:30]=[CH:29][CH:28]=[CH:27][CH:26]=3)[CH:21]=2)[C:6]1=[O:31])[CH2:2][CH2:3][CH3:4].C(N1C2N=C(Cl)N(CC=C)C=2C(=O)NC1=O)CCC.C1(CC2C=C(CCCO)[O:60][N:59]=2)C=CC=CC=1. (6) Given the product [CH3:10][N:11]([CH2:3][C:4]1[N:5]=[C:6]([NH2:9])[S:7][CH:8]=1)[CH3:12], predict the reactants needed to synthesize it. The reactants are: Cl.Cl[CH2:3][C:4]1[N:5]=[C:6]([NH2:9])[S:7][CH:8]=1.[CH3:10][NH:11][CH3:12].